This data is from Experimentally validated miRNA-target interactions with 360,000+ pairs, plus equal number of negative samples. The task is: Binary Classification. Given a miRNA mature sequence and a target amino acid sequence, predict their likelihood of interaction. (1) The miRNA is mmu-miR-882 with sequence AGGAGAGAGUUAGCGCAUUAGU. The protein sequence of the target gene is MRTANGGPRARASPSASPADPGLPEGSERTEMRMRQMCGGSETQGPAPSQQGGRGSNACCFCWCCCCTCSCLTVRNQEDQRPQRASHEIRTDIPACEESPTPTLEEVCAWAQSFDNLMVTPAGRNAFREFLRTEFSEENMLFWMACEELKREANKSTIEEKARIIYEDYISILSPKEVSLDSRVREVINRNMVDPSQHIFDDAQLQIYTLMHRDSYPRFMNSTVYKDLLTSLAEKTVEA. Result: 1 (interaction). (2) The miRNA is mmu-miR-3089-5p with sequence UGAGUUCAGGGACAGCGUGUCU. The protein sequence of the target gene is MENSLGCVWVPKLAFVLFGASLLSAHLQVTGFQIKPFTSLHFVSEPSDAVTMRGGNVLLNCSAESDRGVPVIKWKKDGLILALGMDDRKQQLPNGSLLIQNILHSRHHKPDEGLYQCEASLADSGSIISRTAKVTVAGPLRFLSQTESITAFMGDTVLLKCEVIGEPMPTIHWQKNQQDLNPLPGDSRVVVLPSGALQISRLQPGDSGVYRCSARNPASIRTGNEAEVRILSDPGLHRQLYFLQRPSNVIAIEGKDAVLECCVSGYPPPSFTWLRGEEVIQLRSKKYSLLGGSNLLISNV.... Result: 0 (no interaction). (3) The miRNA is hsa-miR-4779 with sequence UAGGAGGGAAUAGUAAAAGCAG. The protein sequence of the target gene is MPRHCSAAGCCTRDTRETRNRGISFHRLPKKDNPRRGLWLANCQRLDPSGQGLWDPASEYIYFCSKHFEEDCFELVGISGYHRLKEGAVPTIFESFSKLRRTTKTKGHSYPPGPAEVSRLRRCRKRCSEGRGPTTPFSPPPPADVTCFPVEEASAPATLPASPAGRLEPGLSSPFSDLLGPLGAQADEAGCSAQPSPERQPSPLEPRPVSPSAYMLRLPPPAGAYIQNEHSYQVGSALLWKRRAEAALDALDKAQRQLQACKRREQRLRLRLTKLQQERAREKRAQADARQTLKEHVQDF.... Result: 0 (no interaction).